Dataset: Full USPTO retrosynthesis dataset with 1.9M reactions from patents (1976-2016). Task: Predict the reactants needed to synthesize the given product. Given the product [CH3:20][O:19][C:12]1[CH:13]=[C:14]([O:17][CH3:18])[CH:15]=[CH:16][C:11]=1[N:10]([C:21]1[CH:26]=[CH:25][N:24]=[C:23]([NH:34][C:33]2[CH:35]=[CH:36][C:37]([N:38]3[CH2:43][CH2:42][N:41]([CH3:44])[CH2:40][CH2:39]3)=[C:31]([O:30][CH3:29])[CH:32]=2)[N:22]=1)[C:9](=[O:28])[O:8][CH2:7][C:3]1[CH:2]=[N:1][CH:6]=[CH:5][CH:4]=1, predict the reactants needed to synthesize it. The reactants are: [N:1]1[CH:6]=[CH:5][CH:4]=[C:3]([CH2:7][O:8][C:9](=[O:28])[N:10]([C:21]2[CH:26]=[CH:25][N:24]=[C:23](Cl)[N:22]=2)[C:11]2[CH:16]=[CH:15][C:14]([O:17][CH3:18])=[CH:13][C:12]=2[O:19][CH3:20])[CH:2]=1.[CH3:29][O:30][C:31]1[CH:32]=[C:33]([CH:35]=[CH:36][C:37]=1[N:38]1[CH2:43][CH2:42][N:41]([CH3:44])[CH2:40][CH2:39]1)[NH2:34].C(O)(C)C.FC(F)(F)C(O)=O.